Dataset: Reaction yield outcomes from USPTO patents with 853,638 reactions. Task: Predict the reaction yield, written as a fraction of the theoretical maximum amount of product (1.0 means a 100% yield; for example, 0.34 means a 34% yield). (1) The reactants are [Br:1][C:2]1[C:6]2[CH2:7][N:8]([C:11]([O:13][C:14]([CH3:17])([CH3:16])[CH3:15])=[O:12])[CH2:9][CH2:10][C:5]=2[NH:4][N:3]=1.C([O-])([O-])=O.[Cs+].[Cs+].I[CH:25]1[CH2:28][O:27][CH2:26]1. The catalyst is CN(C=O)C. The product is [Br:1][C:2]1[C:6]2[CH2:7][N:8]([C:11]([O:13][C:14]([CH3:17])([CH3:16])[CH3:15])=[O:12])[CH2:9][CH2:10][C:5]=2[N:4]([CH:25]2[CH2:28][O:27][CH2:26]2)[N:3]=1. The yield is 0.640. (2) The reactants are C(=O)([O-])[O-].[Na+].[Na+].[CH:7]1[C:19]2[CH:18]([CH2:20][O:21][C:22](Cl)=[O:23])[C:17]3[C:12](=[CH:13][CH:14]=[CH:15][CH:16]=3)[C:11]=2[CH:10]=[CH:9][CH:8]=1.[Cl:25][C@H:26]1[CH2:30][NH:29][C@@H:28]2[C@@H:31]([OH:34])[CH2:32][O:33][C@H:27]12. The catalyst is O.O1CCOCC1. The product is [Cl:25][C@H:26]1[CH2:30][N:29]([C:22]([O:21][CH2:20][CH:18]2[C:19]3[CH:7]=[CH:8][CH:9]=[CH:10][C:11]=3[C:16]3[C:17]2=[CH:12][CH:13]=[CH:14][CH:15]=3)=[O:23])[C@@H:28]2[C@@H:31]([OH:34])[CH2:32][O:33][C@H:27]12. The yield is 0.870. (3) The yield is 0.600. The reactants are [Cl:1][C:2]1[N:7]=[C:6]([NH:8][C:9]2[CH:18]=[C:17]([N+:19]([O-])=O)[CH:16]=[CH:15][C:10]=2[C:11]([NH:13][CH3:14])=[O:12])[C:5]([Cl:22])=[CH:4][N:3]=1.Cl.[OH-].[Na+]. The catalyst is [Fe]. The product is [NH2:19][C:17]1[CH:16]=[CH:15][C:10]([C:11]([NH:13][CH3:14])=[O:12])=[C:9]([NH:8][C:6]2[C:5]([Cl:22])=[CH:4][N:3]=[C:2]([Cl:1])[N:7]=2)[CH:18]=1.